This data is from Reaction yield outcomes from USPTO patents with 853,638 reactions. The task is: Predict the reaction yield, written as a fraction of the theoretical maximum amount of product (1.0 means a 100% yield; for example, 0.34 means a 34% yield). (1) The reactants are C(OP([CH2:9][C:10]#[N:11])(=O)OCC)C.C[Si]([N-][Si](C)(C)C)(C)C.[Li+].[CH2:22]([O:24][C:25]1[CH:26]=[C:27]([C:33]([C:35]2[CH:40]=[CH:39][C:38]([O:41][CH3:42])=[C:37]([OH:43])[CH:36]=2)=O)[CH:28]=[CH:29][C:30]=1[O:31][CH3:32])[CH3:23].O. The catalyst is C1COCC1. The product is [CH2:22]([O:24][C:25]1[CH:26]=[C:27](/[C:33](/[C:35]2[CH:40]=[CH:39][C:38]([O:41][CH3:42])=[C:37]([OH:43])[CH:36]=2)=[CH:9]\[C:10]#[N:11])[CH:28]=[CH:29][C:30]=1[O:31][CH3:32])[CH3:23]. The yield is 0.940. (2) The reactants are [Cl:1][C:2]1[C:3]2[NH:10][CH:9]=[CH:8][C:4]=2[N:5]=[CH:6][N:7]=1.Br[CH2:12][CH3:13].C(=O)([O-])[O-].[Cs+].[Cs+]. The catalyst is CN(C)C=O. The product is [Cl:1][C:2]1[C:3]2[N:10]([CH2:12][CH3:13])[CH:9]=[CH:8][C:4]=2[N:5]=[CH:6][N:7]=1. The yield is 0.630.